Dataset: Forward reaction prediction with 1.9M reactions from USPTO patents (1976-2016). Task: Predict the product of the given reaction. Given the reactants [Na+:1].[OH:2][C:3]1[CH:8]=[CH:7][C:6]([S:9]([O-:12])(=[O:11])=[O:10])=[CH:5][CH:4]=1.[OH-].[K+].Br[CH:16]([OH:22])[CH2:17][CH2:18][CH2:19][CH2:20][CH3:21], predict the reaction product. The product is: [OH:22][CH2:16][CH2:17][CH2:18][CH2:19][CH2:20][CH2:21][O:2][C:3]1[CH:8]=[CH:7][C:6]([S:9]([O-:12])(=[O:10])=[O:11])=[CH:5][CH:4]=1.[Na+:1].